Dataset: Peptide-MHC class I binding affinity with 185,985 pairs from IEDB/IMGT. Task: Regression. Given a peptide amino acid sequence and an MHC pseudo amino acid sequence, predict their binding affinity value. This is MHC class I binding data. The peptide sequence is AIITPIVFY. The MHC is HLA-A11:01 with pseudo-sequence HLA-A11:01. The binding affinity (normalized) is 0.367.